Dataset: Catalyst prediction with 721,799 reactions and 888 catalyst types from USPTO. Task: Predict which catalyst facilitates the given reaction. (1) Reactant: [Br:1][C:2]1[CH:15]=[CH:14][C:5]([CH2:6][NH:7][CH2:8][C:9]([O:11][CH2:12][CH3:13])=[O:10])=[C:4]([N+:16]([O-:18])=[O:17])[CH:3]=1.[Cl:19][C:20]1[CH:28]=[CH:27][C:23]([C:24](Cl)=[O:25])=[CH:22][CH:21]=1.C(N(CC)CC)C. Product: [N+:16]([C:4]1[CH:3]=[C:2]([Br:1])[CH:15]=[CH:14][C:5]=1[CH2:6][N:7]([CH2:8][C:9]([O:11][CH2:12][CH3:13])=[O:10])[C:24](=[O:25])[C:23]1[CH:27]=[CH:28][C:20]([Cl:19])=[CH:21][CH:22]=1)([O-:18])=[O:17]. The catalyst class is: 4. (2) Reactant: Br[C:2]1[CH:7]=[CH:6][C:5]([N:8]([C:13]2[C:32]([CH:33]3[CH2:35][CH2:34]3)=[CH:31][C:16]3[C:17]([C:27]([NH:29][CH3:30])=[O:28])=[C:18]([C:20]4[CH:25]=[CH:24][C:23]([F:26])=[CH:22][CH:21]=4)[O:19][C:15]=3[CH:14]=2)[S:9]([CH3:12])(=[O:11])=[O:10])=[CH:4][C:3]=1[F:36].[B:37]1([B:37]2[O:41][C:40]([CH3:43])([CH3:42])[C:39]([CH3:45])([CH3:44])[O:38]2)[O:41][C:40]([CH3:43])([CH3:42])[C:39]([CH3:45])([CH3:44])[O:38]1.C([O-])(=O)C.[K+]. Product: [CH:33]1([C:32]2[C:13]([N:8]([C:5]3[CH:6]=[CH:7][C:2]([B:37]4[O:41][C:40]([CH3:43])([CH3:42])[C:39]([CH3:45])([CH3:44])[O:38]4)=[C:3]([F:36])[CH:4]=3)[S:9]([CH3:12])(=[O:11])=[O:10])=[CH:14][C:15]3[O:19][C:18]([C:20]4[CH:21]=[CH:22][C:23]([F:26])=[CH:24][CH:25]=4)=[C:17]([C:27]([NH:29][CH3:30])=[O:28])[C:16]=3[CH:31]=2)[CH2:35][CH2:34]1. The catalyst class is: 75.